Dataset: Forward reaction prediction with 1.9M reactions from USPTO patents (1976-2016). Task: Predict the product of the given reaction. (1) Given the reactants [OH:1][CH2:2][C@@H:3]([NH:8][S:9]([C:12]1[S:13][C:14]([Sn](C)(C)C)=[CH:15][CH:16]=1)(=[O:11])=[O:10])[C@@H:4]([CH3:7])[CH2:5][CH3:6].[B-](F)(F)(F)[F:22].[B-](F)(F)(F)F.C1[N+]2(CCl)CC[N+](F)(CC2)C1.CCOC(C)=O.CCCCCC, predict the reaction product. The product is: [F:22][C:14]1[S:13][C:12]([S:9]([NH:8][C@H:3]([CH2:2][OH:1])[C@@H:4]([CH3:7])[CH2:5][CH3:6])(=[O:11])=[O:10])=[CH:16][CH:15]=1. (2) Given the reactants [CH3:1][C@H:2]1[C:3](=[O:36])[NH:4][C:5]2[CH:6]=[N:7][N:8]([CH2:28][O:29][CH2:30][CH2:31][Si:32]([CH3:35])([CH3:34])[CH3:33])[C:9]=2[C:10]2[CH:11]=[CH:12][CH:13]=[C:14]([CH:27]=2)[C@@H:15]([NH:19][C:20](=[O:26])[O:21][C:22]([CH3:25])([CH3:24])[CH3:23])[CH2:16][CH:17]=[CH:18]1, predict the reaction product. The product is: [CH3:1][C@@H:2]1[CH2:18][CH2:17][CH2:16][C@H:15]([NH:19][C:20](=[O:26])[O:21][C:22]([CH3:25])([CH3:24])[CH3:23])[C:14]2[CH:27]=[C:10]([CH:11]=[CH:12][CH:13]=2)[C:9]2[N:8]([CH2:28][O:29][CH2:30][CH2:31][Si:32]([CH3:35])([CH3:34])[CH3:33])[N:7]=[CH:6][C:5]=2[NH:4][C:3]1=[O:36].